From a dataset of Experimentally validated miRNA-target interactions with 360,000+ pairs, plus equal number of negative samples. Binary Classification. Given a miRNA mature sequence and a target amino acid sequence, predict their likelihood of interaction. (1) The miRNA is mmu-miR-467g with sequence UAUACAUACACACACAUAUAU. The protein sequence of the target gene is MWPNSILVLMTLLISSTLVTGGGVKGEEKRVCPPDYVRCIRQDDPQCYSDNDCGDQEICCFWQCGFKCVLPVKDNSEEQIPQSKV. Result: 1 (interaction). (2) The miRNA is hsa-miR-151a-5p with sequence UCGAGGAGCUCACAGUCUAGU. Result: 1 (interaction). The protein sequence of the target gene is MGFWCRMSENQEQEEVITVRVQDPRVQNEGSWNSYVDYKIFLHTNSKAFTAKTSCVRRRYREFVWLRKQLQRNAGLVPVPELPGKSTFFGTSDEFIEKRRQGLQHFLEKVLQSVVLLSDSQLHLFLQSQLSVPEIEACVQGRSTMTVSDAILRYAMSNCGWAQEERQSSSHLAKGDQPKSCCFLPRSGRRSSPSPPPSEEKDHLEVWAPVVDSEVPSLESPTLPPLSSPLCCDFGRPKEGTSTLQSVRRAVGGDHAVPLDPGQLETVLEK. (3) The miRNA is hsa-miR-490-5p with sequence CCAUGGAUCUCCAGGUGGGU. The protein sequence of the target gene is MERYAAALEEVADGARQQERHYQLLSALQSLVKELPSSFQQRLSYTTLSDLALALLDGTVFEIVQGLLEIQHLTEKSLYNQRLRLQNEHRVLRQALRQKHQEAQQACRPHNLPVVQAAQQRELEAVEHRIREEQRAMDQKIILELDRKVADQQSTLEKAGVAGFYVTTNPQELMLQMNLLELIRKLQQRGCRAGNAALGLGGPWQSPAAQCDQKGSPVPP. Result: 0 (no interaction). (4) The miRNA is hsa-miR-5000-5p with sequence CAGUUCAGAAGUGUUCCUGAGU. The protein sequence of the target gene is MPTESGSCSTARQAKQKRKSHSLSIRRTNSSEQERTGLPREMLEGQDSKLPSSVRSTLLELFGQIEREFENLYIENLELRREIDTLNERLAGEGQAIDGAELSKGQLKTKASHSTSQLSQKLKTTYKASTSKIVSSFKTTTSRAICQLVKEYIGHRDGIWDVSVTRTQPIVLGTASADHTALLWSIETGKCLVKYAGHVGSVNSIKFHPSEQLALTASGDQTAHIWRYVVQLPTPQPVADTSQQISGEDEIECSDKDEPDIDGDVSSDCPTVRVPLTSLKSHQGVVIAADWLVGGKQVVT.... Result: 0 (no interaction).